From a dataset of Reaction yield outcomes from USPTO patents with 853,638 reactions. Predict the reaction yield, written as a fraction of the theoretical maximum amount of product (1.0 means a 100% yield; for example, 0.34 means a 34% yield). (1) The reactants are [CH2:1]([O:3][C:4](=[O:20])[C:5]([CH3:19])([CH3:18])[CH2:6][CH2:7][CH2:8][CH:9]=[CH:10][C:11]1[CH:16]=[CH:15][CH:14]=[CH:13][C:12]=1[Cl:17])[CH3:2].[BrH:21]. The catalyst is C(O)(=O)C. The product is [CH2:1]([O:3][C:4](=[O:20])[C:5]([CH3:19])([CH3:18])[CH2:6][CH2:7][CH2:8][CH2:9][CH:10]([Br:21])[C:11]1[CH:16]=[CH:15][CH:14]=[CH:13][C:12]=1[Cl:17])[CH3:2]. The yield is 0.860. (2) The product is [NH2:1][C:2]1[CH:9]=[CH:8][C:7]([C:16]2[CH:15]=[CH:14][CH:13]=[C:12]([Cl:11])[CH:17]=2)=[CH:6][C:3]=1[C:4]#[N:5]. The reactants are [NH2:1][C:2]1[CH:9]=[CH:8][C:7](Br)=[CH:6][C:3]=1[C:4]#[N:5].[Cl:11][C:12]1[CH:13]=[C:14](B(O)O)[CH:15]=[CH:16][CH:17]=1.C(=O)([O-])[O-].[Na+].[Na+]. The yield is 0.870. The catalyst is COCCOC.O.[Pd].C1(P(C2C=CC=CC=2)C2C=CC=CC=2)C=CC=CC=1.C1(P(C2C=CC=CC=2)C2C=CC=CC=2)C=CC=CC=1.C1(P(C2C=CC=CC=2)C2C=CC=CC=2)C=CC=CC=1.C1(P(C2C=CC=CC=2)C2C=CC=CC=2)C=CC=CC=1. (3) The catalyst is ClCCl.C(O)(=O)C. The yield is 0.250. The reactants are [Cl:1][C:2]1[CH:7]=[C:6]([Cl:8])[CH:5]=[CH:4][C:3]=1[C@H:9]([N:11]1[C:15]2[CH:16]=[C:17]([C:20]3[CH2:21][CH2:22][NH:23][CH2:24][CH:25]=3)[CH:18]=[CH:19][C:14]=2[N:13]=[CH:12]1)[CH3:10].[C:26]1(=O)[CH2:31][CH2:30][CH2:29][CH2:28][CH2:27]1.C(O[BH-](OC(=O)C)OC(=O)C)(=O)C.[Na+]. The product is [CH:26]1([N:23]2[CH2:22][CH:21]=[C:20]([C:17]3[CH:18]=[CH:19][C:14]4[N:13]=[CH:12][N:11]([C@@H:9]([C:3]5[CH:4]=[CH:5][C:6]([Cl:8])=[CH:7][C:2]=5[Cl:1])[CH3:10])[C:15]=4[CH:16]=3)[CH2:25][CH2:24]2)[CH2:31][CH2:30][CH2:29][CH2:28][CH2:27]1.